Predict the product of the given reaction. From a dataset of Forward reaction prediction with 1.9M reactions from USPTO patents (1976-2016). The product is: [CH:2]([C:3]1[CH:11]=[CH:10][C:8]([O:9][C:13]2[CH:20]=[CH:19][C:16]([C:17]#[N:18])=[CH:15][N:14]=2)=[C:5]([O:6][CH3:7])[CH:4]=1)=[O:1]. Given the reactants [O:1]=[CH:2][C:3]1[CH:11]=[CH:10][C:8]([OH:9])=[C:5]([O:6][CH3:7])[CH:4]=1.Cl[C:13]1[CH:20]=[CH:19][C:16]([C:17]#[N:18])=[CH:15][N:14]=1.C([O-])([O-])=O.[K+].[K+], predict the reaction product.